Dataset: Retrosynthesis with 50K atom-mapped reactions and 10 reaction types from USPTO. Task: Predict the reactants needed to synthesize the given product. Given the product Cc1cc(C(=O)c2cn(Cc3cccc(Br)n3)c3ccccc3c2=O)ccc1Cl, predict the reactants needed to synthesize it. The reactants are: CON(C)C(=O)c1cn(Cc2cccc(Br)n2)c2ccccc2c1=O.Cc1cc([Mg+])ccc1Cl.